Dataset: Reaction yield outcomes from USPTO patents with 853,638 reactions. Task: Predict the reaction yield, written as a fraction of the theoretical maximum amount of product (1.0 means a 100% yield; for example, 0.34 means a 34% yield). (1) The reactants are [C:1]([O:5][C:6]1[CH:11]=[CH:10][C:9]([CH2:12][C@H:13]([NH:37]C(=O)OCC2C3C=CC=CC=3C3C2=CC=CC=3)[C:14]([N:16]([C@@H:28]([CH3:36])[CH:29]([O:33][CH2:34][CH3:35])[O:30][CH2:31][CH3:32])[CH2:17][C:18]2[CH:19]=[CH:20][CH:21]=[C:22]3[C:27]=2[N:26]=[CH:25][CH:24]=[CH:23]3)=[O:15])=[CH:8][CH:7]=1)([CH3:4])([CH3:3])[CH3:2].N1CCCCC1. No catalyst specified. The product is [NH2:37][C@@H:13]([CH2:12][C:9]1[CH:10]=[CH:11][C:6]([O:5][C:1]([CH3:4])([CH3:3])[CH3:2])=[CH:7][CH:8]=1)[C:14]([N:16]([C@@H:28]([CH3:36])[CH:29]([O:30][CH2:31][CH3:32])[O:33][CH2:34][CH3:35])[CH2:17][C:18]1[CH:19]=[CH:20][CH:21]=[C:22]2[C:27]=1[N:26]=[CH:25][CH:24]=[CH:23]2)=[O:15]. The yield is 0.770. (2) The reactants are [N+:1]([C:4]1[CH:20]=[CH:19][C:7]([CH2:8][C:9]2[CH:18]=[CH:17][C:12]3[N:13]=[C:14]([NH2:16])[S:15][C:11]=3[CH:10]=2)=[CH:6][CH:5]=1)([O-:3])=[O:2].[Br:21]Br.O. The catalyst is C(O)(=O)C. The product is [Br:21][C:17]1[C:12]2[N:13]=[C:14]([NH2:16])[S:15][C:11]=2[CH:10]=[C:9]([CH2:8][C:7]2[CH:19]=[CH:20][C:4]([N+:1]([O-:3])=[O:2])=[CH:5][CH:6]=2)[CH:18]=1. The yield is 0.790. (3) The reactants are [NH2:1][C:2]1[CH:7]=[CH:6][C:5]([N:8]2[CH2:13][CH2:12][CH:11]([C:14]3[O:18][C:17](=[O:19])[NH:16][N:15]=3)[CH2:10][CH2:9]2)=[C:4]([F:20])[CH:3]=1.[N+:21]([C:24]1[O:28][C:27]([CH:29]=O)=[CH:26][CH:25]=1)([O-:23])=[O:22]. The catalyst is CC(O)=O.CO. The product is [F:20][C:4]1[CH:3]=[C:2](/[N:1]=[CH:29]/[C:27]2[O:28][C:24]([N+:21]([O-:23])=[O:22])=[CH:25][CH:26]=2)[CH:7]=[CH:6][C:5]=1[N:8]1[CH2:13][CH2:12][CH:11]([C:14]2[O:18][C:17](=[O:19])[NH:16][N:15]=2)[CH2:10][CH2:9]1. The yield is 0.810. (4) The reactants are [CH3:1][O:2][C:3]1[C:8]([N+:9]([O-])=O)=[CH:7][CH:6]=[C:5]([C:12]2[N:16]([CH3:17])[N:15]=[N:14][N:13]=2)[N:4]=1. The catalyst is CCO.CC1OC(C=CC2C=C3CCCN4CCCC(=C34)C=2)=CC(=C(C#N)C#N)C=1.[Pd]. The product is [CH3:1][O:2][C:3]1[C:8]([NH2:9])=[CH:7][CH:6]=[C:5]([C:12]2[N:16]([CH3:17])[N:15]=[N:14][N:13]=2)[N:4]=1. The yield is 0.990. (5) The reactants are [Cl:1][C:2]1[CH:3]=[CH:4][C:5]([O:28][CH2:29][CH:30]([CH3:32])[CH3:31])=[C:6]([CH2:8][N:9]2[C:13]([CH3:14])=[CH:12][C:11]([C:15]([NH:17][C:18]3[CH:23]=[CH:22][C:21]([CH2:24][OH:25])=[CH:20][C:19]=3[O:26][CH3:27])=[O:16])=[N:10]2)[CH:7]=1. The catalyst is ClCCl. The product is [Cl:1][C:2]1[CH:3]=[CH:4][C:5]([O:28][CH2:29][CH:30]([CH3:32])[CH3:31])=[C:6]([CH2:8][N:9]2[C:13]([CH3:14])=[CH:12][C:11]([C:15]([NH:17][C:18]3[CH:23]=[CH:22][C:21]([CH:24]=[O:25])=[CH:20][C:19]=3[O:26][CH3:27])=[O:16])=[N:10]2)[CH:7]=1. The yield is 0.750. (6) The catalyst is C(O)C.C1COCC1.[Pd]. The reactants are C([O:8][C:9]1[CH:14]=[CH:13][C:12]([C:15]2[CH:20]=[CH:19][C:18]([C:21]([F:24])([F:23])[F:22])=[CH:17][N:16]=2)=[CH:11][CH:10]=1)C1C=CC=CC=1.[H][H]. The product is [F:24][C:21]([F:22])([F:23])[C:18]1[CH:19]=[CH:20][C:15]([C:12]2[CH:11]=[CH:10][C:9]([OH:8])=[CH:14][CH:13]=2)=[N:16][CH:17]=1. The yield is 0.675.